From a dataset of Forward reaction prediction with 1.9M reactions from USPTO patents (1976-2016). Predict the product of the given reaction. (1) Given the reactants [Cl:1][C:2]1[CH:7]=[C:6]([CH3:8])[NH:5][C:4](=[O:9])[C:3]=1[C:10]#[N:11].F[B-](F)(F)F.[CH3:17][O+](C)C, predict the reaction product. The product is: [Cl:1][C:2]1[C:3]([C:10]#[N:11])=[C:4]([O:9][CH3:17])[N:5]=[C:6]([CH3:8])[CH:7]=1. (2) Given the reactants C(Cl)(=O)C(Cl)=O.CS(C)=O.[C:11]([O:15][C:16](=[O:26])[NH:17][CH2:18][C:19]1([CH2:24][OH:25])[CH2:23][CH2:22][CH2:21][CH2:20]1)([CH3:14])([CH3:13])[CH3:12].O, predict the reaction product. The product is: [C:11]([O:15][C:16](=[O:26])[NH:17][CH2:18][C:19]1([CH:24]=[O:25])[CH2:23][CH2:22][CH2:21][CH2:20]1)([CH3:12])([CH3:14])[CH3:13]. (3) The product is: [C:6]([C:7]1[CH:12]=[CH:11][C:10]([C:13](=[O:15])[CH3:14])=[CH:9][CH:8]=1)#[CH:5]. Given the reactants C[Si]([C:5]#[C:6][C:7]1[CH:12]=[CH:11][C:10]([C:13](=[O:15])[CH3:14])=[CH:9][CH:8]=1)(C)C.C(=O)([O-])[O-].[K+].[K+], predict the reaction product. (4) Given the reactants C(O[C:5]1[CH:14]=[CH:13][C:8]([C:9]([NH:11]O)=[O:10])=[C:7]([C:15]2[CH:20]=[CH:19][CH:18]=[CH:17][CH:16]=2)[C:6]=1[O:21]C(=O)C)(=O)C.Cl, predict the reaction product. The product is: [OH:21][C:6]1[C:7]([C:15]2[CH:20]=[CH:19][CH:18]=[CH:17][CH:16]=2)=[C:8]([CH:13]=[CH:14][CH:5]=1)[C:9]([NH2:11])=[O:10]. (5) Given the reactants [Br:1][C:2]1[S:3][C:4]([C:15]([O:17]CC)=[O:16])=[C:5]([C:7]2[CH:12]=[CH:11][C:10]([Cl:13])=[CH:9][C:8]=2[Cl:14])[N:6]=1.[OH-].[Na+], predict the reaction product. The product is: [Br:1][C:2]1[S:3][C:4]([C:15]([OH:17])=[O:16])=[C:5]([C:7]2[CH:12]=[CH:11][C:10]([Cl:13])=[CH:9][C:8]=2[Cl:14])[N:6]=1. (6) Given the reactants S(=O)(=O)(O)O.[Br:6][C:7]1[C:11]([C:12]([O:14][CH2:15][CH3:16])=[O:13])=[CH:10][NH:9][N:8]=1.[C:17](O)([CH2:20][CH3:21])([CH3:19])[CH3:18], predict the reaction product. The product is: [Br:6][C:7]1[C:11]([C:12]([O:14][CH2:15][CH3:16])=[O:13])=[CH:10][N:9]([C:17]([CH2:20][CH3:21])([CH3:19])[CH3:18])[N:8]=1. (7) The product is: [Cl:1][C:2]1[CH:7]=[C:6]([CH2:8][NH:9][C:10]([NH2:26])=[N:11][C:12](=[O:25])[CH2:13][C:14]2[C:22]3[C:17](=[CH:18][CH:19]=[C:20]([F:32])[CH:21]=3)[NH:16][CH:15]=2)[CH:5]=[C:4]([Cl:27])[C:3]=1[NH:28][C:29](=[O:31])[CH3:30]. Given the reactants [Cl:1][C:2]1[CH:7]=[C:6]([CH2:8][NH:9][C:10]([NH2:26])=[N:11][C:12](=[O:25])[CH2:13][C:14]2[C:22]3[C:17](=[CH:18][CH:19]=[C:20](OC)[CH:21]=3)[NH:16][CH:15]=2)[CH:5]=[C:4]([Cl:27])[C:3]=1[NH:28][C:29](=[O:31])[CH3:30].[F:32]C1C=C2C(=CC=1)NC=C2CC(O)=O.COC1C=C2C(=CC=1)NC=C2CC(N(C(SC)=N)C(=O)OC(C)(C)C)=O.C(NC1C(Cl)=CC(CN)=CC=1Cl)(=O)C, predict the reaction product.